From a dataset of NCI-60 drug combinations with 297,098 pairs across 59 cell lines. Regression. Given two drug SMILES strings and cell line genomic features, predict the synergy score measuring deviation from expected non-interaction effect. (1) Drug 1: C(=O)(N)NO. Drug 2: N.N.Cl[Pt+2]Cl. Cell line: SF-295. Synergy scores: CSS=35.3, Synergy_ZIP=-0.0500, Synergy_Bliss=0.932, Synergy_Loewe=-30.3, Synergy_HSA=-1.84. (2) Drug 1: C1=NC2=C(N=C(N=C2N1C3C(C(C(O3)CO)O)F)Cl)N. Drug 2: CC1=C(C(=CC=C1)Cl)NC(=O)C2=CN=C(S2)NC3=CC(=NC(=N3)C)N4CCN(CC4)CCO. Cell line: UACC-257. Synergy scores: CSS=-1.59, Synergy_ZIP=0.692, Synergy_Bliss=1.46, Synergy_Loewe=-4.91, Synergy_HSA=-2.83. (3) Drug 1: CC(C1=C(C=CC(=C1Cl)F)Cl)OC2=C(N=CC(=C2)C3=CN(N=C3)C4CCNCC4)N. Drug 2: C1C(C(OC1N2C=NC(=NC2=O)N)CO)O. Cell line: HOP-62. Synergy scores: CSS=1.15, Synergy_ZIP=1.26, Synergy_Bliss=-0.867, Synergy_Loewe=-7.47, Synergy_HSA=-3.75. (4) Drug 1: CN(C)C1=NC(=NC(=N1)N(C)C)N(C)C. Synergy scores: CSS=15.8, Synergy_ZIP=2.45, Synergy_Bliss=8.18, Synergy_Loewe=-8.47, Synergy_HSA=2.77. Drug 2: CCN(CC)CCCC(C)NC1=C2C=C(C=CC2=NC3=C1C=CC(=C3)Cl)OC. Cell line: SF-268. (5) Drug 1: CC12CCC3C(C1CCC2=O)CC(=C)C4=CC(=O)C=CC34C. Drug 2: C1C(C(OC1N2C=NC(=NC2=O)N)CO)O. Cell line: UACC-257. Synergy scores: CSS=39.8, Synergy_ZIP=6.63, Synergy_Bliss=9.48, Synergy_Loewe=7.09, Synergy_HSA=6.66. (6) Drug 1: CS(=O)(=O)C1=CC(=C(C=C1)C(=O)NC2=CC(=C(C=C2)Cl)C3=CC=CC=N3)Cl. Drug 2: C(CN)CNCCSP(=O)(O)O. Cell line: NCI-H460. Synergy scores: CSS=8.65, Synergy_ZIP=3.32, Synergy_Bliss=10.1, Synergy_Loewe=5.97, Synergy_HSA=8.96.